Predict the reactants needed to synthesize the given product. From a dataset of Full USPTO retrosynthesis dataset with 1.9M reactions from patents (1976-2016). Given the product [OH:14][CH2:2][CH2:1][C:4]1[CH:13]=[CH:12][C:7]2[C:8](=[O:11])[O:9][CH2:10][C:6]=2[CH:5]=1, predict the reactants needed to synthesize it. The reactants are: [CH2:1]([C:4]1[CH:13]=[CH:12][C:7]2[C:8](=[O:11])[O:9][CH2:10][C:6]=2[CH:5]=1)[CH:2]=C.[O:14]=[O+][O-].[BH4-].[Na+].